From a dataset of Forward reaction prediction with 1.9M reactions from USPTO patents (1976-2016). Predict the product of the given reaction. (1) The product is: [NH2:11][C:10]1[C:5]([C:3]([OH:4])=[O:2])=[N:6][C:7]([O:14][CH3:17])=[CH:8][N:9]=1.[Cl-:16].[Na+:15]. Given the reactants C[O:2][C:3]([C:5]1[C:10]([NH2:11])=[N:9][C:8](OC)=[CH:7][N:6]=1)=[O:4].[OH-:14].[Na+:15].[ClH:16].[C:17]1(C)C=CC=CC=1, predict the reaction product. (2) Given the reactants [Cl:1][C:2]1[CH:19]=[C:18]([O:20][CH2:21][CH:22]=[C:23]([Cl:25])[Cl:24])[CH:17]=[C:16]([Cl:26])[C:3]=1[O:4][CH2:5][CH2:6][CH2:7][CH2:8][CH2:9][O:10][CH2:11][C:12](=[N:14][OH:15])[CH3:13].C(N(CC)CC)C.[F:34][C:35]([F:46])([F:45])[C:36]1[CH:44]=[CH:43][C:39]([C:40](Cl)=[O:41])=[CH:38][CH:37]=1.Cl, predict the reaction product. The product is: [F:34][C:35]([F:45])([F:46])[C:36]1[CH:44]=[CH:43][C:39]([C:40]([O:15][N:14]=[C:12]([CH2:11][O:10][CH2:9][CH2:8][CH2:7][CH2:6][CH2:5][O:4][C:3]2[C:2]([Cl:1])=[CH:19][C:18]([O:20][CH2:21][CH:22]=[C:23]([Cl:25])[Cl:24])=[CH:17][C:16]=2[Cl:26])[CH3:13])=[O:41])=[CH:38][CH:37]=1. (3) The product is: [CH2:18]([O:17][C:13]1[CH:12]=[C:11]2[C:16](=[CH:15][CH:14]=1)[NH:8][N:9]=[C:10]2[C:25]1[NH:26][C:27]2[C:32]([CH:33]=1)=[CH:31][C:30]([O:34][CH2:35][CH2:36][N:37]([CH2:40][CH3:41])[CH2:38][CH3:39])=[CH:29][CH:28]=2)[C:19]1[CH:24]=[CH:23][CH:22]=[CH:21][CH:20]=1. Given the reactants C(OC([N:8]1[C:16]2[C:11](=[CH:12][C:13]([O:17][CH2:18][C:19]3[CH:24]=[CH:23][CH:22]=[CH:21][CH:20]=3)=[CH:14][CH:15]=2)[C:10]([C:25]2[N:26](C(OC(C)(C)C)=O)[C:27]3[C:32]([CH:33]=2)=[CH:31][C:30]([O:34][CH2:35][CH2:36][N:37]([CH2:40][CH3:41])[CH2:38][CH3:39])=[CH:29][CH:28]=3)=[N:9]1)=O)(C)(C)C.FC(F)(F)C(O)=O, predict the reaction product. (4) Given the reactants [C:1](=[O:8])([O:5][CH2:6][CH3:7])OCC.C[O-].[Na+].[Br:12][C:13]1[CH:18]=[CH:17][C:16]([NH:19]CCO)=[CH:15][C:14]=1[CH3:23].[Cl-].[NH4+], predict the reaction product. The product is: [Br:12][C:13]1[CH:18]=[CH:17][C:16]([N:19]2[CH2:7][CH2:6][O:5][C:1]2=[O:8])=[CH:15][C:14]=1[CH3:23].